From a dataset of Forward reaction prediction with 1.9M reactions from USPTO patents (1976-2016). Predict the product of the given reaction. (1) Given the reactants [C:1]1([NH:7][C:8]([NH2:10])=[S:9])[CH:6]=[CH:5][CH:4]=[CH:3][CH:2]=1.[C:11](O)(=O)[CH3:12], predict the reaction product. The product is: [C:1]1([NH:7][C:8]2[S:9][CH:11]=[CH:12][N:10]=2)[CH:6]=[CH:5][CH:4]=[CH:3][CH:2]=1. (2) Given the reactants [F:1][C:2]1[CH:10]=[CH:9][C:5]([C:6](Cl)=[O:7])=[CH:4][CH:3]=1.[NH:11]1[CH2:16][CH2:15][CH:14]([N:17]2[CH:21]=[C:20]([O:22][C:23]3[N:24]=[C:25]([OH:33])[C:26]4[CH:32]=[CH:31][N:30]=[CH:29][C:27]=4[N:28]=3)[CH:19]=[N:18]2)[CH2:13][CH2:12]1, predict the reaction product. The product is: [F:1][C:2]1[CH:10]=[CH:9][C:5]([C:6]([N:11]2[CH2:12][CH2:13][CH:14]([N:17]3[CH:21]=[C:20]([O:22][C:23]4[N:24]=[C:25]([OH:33])[C:26]5[CH:32]=[CH:31][N:30]=[CH:29][C:27]=5[N:28]=4)[CH:19]=[N:18]3)[CH2:15][CH2:16]2)=[O:7])=[CH:4][CH:3]=1.